Dataset: Full USPTO retrosynthesis dataset with 1.9M reactions from patents (1976-2016). Task: Predict the reactants needed to synthesize the given product. (1) Given the product [F:1][C:2]1[CH:3]=[C:4]([CH2:9][CH2:10][C:11](=[O:12])[C:13]2[S:14][C:15]([C:18]3[CH:23]=[CH:22][C:21]([C:24]([F:27])([F:25])[F:26])=[CH:20][CH:19]=3)=[CH:16][CH:17]=2)[CH:5]=[CH:6][C:7]=1[O:8][CH2:29][C:30]([O:32][C:33]([CH3:36])([CH3:35])[CH3:34])=[O:31], predict the reactants needed to synthesize it. The reactants are: [F:1][C:2]1[CH:3]=[C:4]([CH2:9][CH2:10][C:11]([C:13]2[S:14][C:15]([C:18]3[CH:23]=[CH:22][C:21]([C:24]([F:27])([F:26])[F:25])=[CH:20][CH:19]=3)=[CH:16][CH:17]=2)=[O:12])[CH:5]=[CH:6][C:7]=1[OH:8].Br[CH2:29][C:30]([O:32][C:33]([CH3:36])([CH3:35])[CH3:34])=[O:31]. (2) Given the product [C:34]([O:37][CH2:38][C:39]([NH:1][C:2]1[CH:7]=[CH:6][C:5]([S:8]([N:11]([C:14]2[CH:33]=[CH:32][C:17]3[N:18]([CH2:25][CH:26]4[CH2:31][CH2:30][O:29][CH2:28][CH2:27]4)[C:19]([C:21]([CH3:24])([CH3:22])[CH3:23])=[N:20][C:16]=3[CH:15]=2)[CH2:12][CH3:13])(=[O:10])=[O:9])=[CH:4][CH:3]=1)=[O:40])(=[O:36])[CH3:35], predict the reactants needed to synthesize it. The reactants are: [NH2:1][C:2]1[CH:7]=[CH:6][C:5]([S:8]([N:11]([C:14]2[CH:33]=[CH:32][C:17]3[N:18]([CH2:25][CH:26]4[CH2:31][CH2:30][O:29][CH2:28][CH2:27]4)[C:19]([C:21]([CH3:24])([CH3:23])[CH3:22])=[N:20][C:16]=3[CH:15]=2)[CH2:12][CH3:13])(=[O:10])=[O:9])=[CH:4][CH:3]=1.[C:34]([O:37][CH2:38][C:39](Cl)=[O:40])(=[O:36])[CH3:35]. (3) Given the product [NH2:14][CH:15]([C@H:21]([CH3:29])[CH2:22][CH2:23][CH2:24][CH:25]([CH3:28])[CH:26]=[CH2:27])[C:16]([O:18][CH2:19][CH3:20])=[O:17], predict the reactants needed to synthesize it. The reactants are: C1(C(=[N:14][CH:15]([C@H:21]([CH3:29])[CH2:22][CH2:23][CH2:24][CH:25]([CH3:28])[CH:26]=[CH2:27])[C:16]([O:18][CH2:19][CH3:20])=[O:17])C2C=CC=CC=2)C=CC=CC=1.Cl. (4) Given the product [CH2:13]([O:12][C:10]([C:9]1([CH2:18][C:19]2[C:20]([Cl:34])=[CH:21][C:22]([O:26][CH2:27][C:28]3[CH:29]=[CH:30][CH:31]=[CH:32][CH:33]=3)=[CH:23][C:24]=2[Cl:25])[CH2:15][CH2:16][N:47]([CH:45]2[CH2:44][CH2:43][C:42]3[N:38]=[CH:39][NH:40][C:41]=3[CH2:46]2)[C:8]1=[O:7])=[O:11])[CH3:14], predict the reactants needed to synthesize it. The reactants are: C([BH3-])#N.[Na+].C([O:7][C:8](=O)[C:9]([CH2:18][C:19]1[C:24]([Cl:25])=[CH:23][C:22]([O:26][CH2:27][C:28]2[CH:33]=[CH:32][CH:31]=[CH:30][CH:29]=2)=[CH:21][C:20]=1[Cl:34])([CH2:15][CH:16]=O)[C:10]([O:12][CH2:13][CH3:14])=[O:11])C.Cl.Cl.[N:38]1[C:42]2[CH2:43][CH2:44][CH:45]([NH2:47])[CH2:46][C:41]=2[NH:40][CH:39]=1.C(O)(=O)C.